This data is from Full USPTO retrosynthesis dataset with 1.9M reactions from patents (1976-2016). The task is: Predict the reactants needed to synthesize the given product. (1) Given the product [CH3:11][O:12][C:13]1[CH:18]=[CH:17][CH:16]=[CH:15][C:14]=1[N:4]1[CH:5]=[C:6]([C:7]([O:9][CH3:10])=[O:8])[C:2]([CH3:1])=[N:3]1, predict the reactants needed to synthesize it. The reactants are: [CH3:1][C:2]1[C:6]([C:7]([O:9][CH3:10])=[O:8])=[CH:5][NH:4][N:3]=1.[CH3:11][O:12][C:13]1[CH:18]=[CH:17][CH:16]=[CH:15][C:14]=1B(O)O.N1C=CC=CC=1. (2) The reactants are: Cl.[F:2][C:3]1[CH:8]=[CH:7][C:6]([C:9]2[O:13][N:12]=[C:11]([C@@H:14]3[CH2:19][CH2:18][CH2:17][NH:16][CH2:15]3)[N:10]=2)=[CH:5][CH:4]=1.C(N(CC)CC)C.[F:27][C:28]1[CH:36]=[CH:35][C:31]([C:32](Cl)=[O:33])=[CH:30][CH:29]=1.O. Given the product [F:27][C:28]1[CH:36]=[CH:35][C:31]([C:32]([N:16]2[CH2:17][CH2:18][CH2:19][C@@H:14]([C:11]3[N:10]=[C:9]([C:6]4[CH:7]=[CH:8][C:3]([F:2])=[CH:4][CH:5]=4)[O:13][N:12]=3)[CH2:15]2)=[O:33])=[CH:30][CH:29]=1, predict the reactants needed to synthesize it. (3) Given the product [CH3:1][C:2]1[N:3]([CH2:14][CH2:15][CH2:16][CH2:17][CH2:18][CH2:19][C:20]([OH:22])=[O:21])[C:4]2[CH2:5][C:6]([CH3:13])([CH3:12])[CH2:7][C:8](=[O:11])[C:9]=2[CH:10]=1, predict the reactants needed to synthesize it. The reactants are: [CH3:1][C:2]1[N:3]([CH2:14][CH2:15][CH2:16][CH2:17][CH2:18][CH2:19][C:20]([O:22]CC)=[O:21])[C:4]2[CH2:5][C:6]([CH3:13])([CH3:12])[CH2:7][C:8](=[O:11])[C:9]=2[CH:10]=1.O.O.[OH-].[Li+]. (4) The reactants are: [N:1]1([CH2:7][CH2:8][O:9][C:10]2[CH:15]=[CH:14][C:13]([OH:16])=[CH:12][CH:11]=2)[CH2:6][CH2:5][O:4][CH2:3][CH2:2]1.BrCCCCCC[N:24]1[C:28](=[O:29])[C:27]2=[CH:30][CH:31]=[CH:32][CH:33]=[C:26]2[C:25]1=O.[C:35]([O-:38])([O-])=O.[K+].[K+]. Given the product [N:1]1([CH2:7][CH2:8][O:9][C:10]2[CH:15]=[CH:14][C:13]([O:16][CH2:12][CH2:11][CH2:10][CH2:15][CH2:14][CH2:25][C:26]34[CH:33]=[CH:32][CH:31]=[CH:30][CH:27]3[C:28]([NH:24][C:35]4=[O:38])=[O:29])=[CH:12][CH:11]=2)[CH2:6][CH2:5][O:4][CH2:3][CH2:2]1.[C:10]1([OH:9])[CH:15]=[CH:14][CH:13]=[CH:12][CH:11]=1, predict the reactants needed to synthesize it. (5) Given the product [O:1]1[CH2:6][CH2:5][CH:4]([NH:7][C:9]2[CH:14]=[C:13]([C:15]3[CH:20]=[CH:19][CH:18]=[CH:17][CH:16]=3)[N:12]=[C:11]([NH2:21])[N:10]=2)[CH2:3][CH2:2]1, predict the reactants needed to synthesize it. The reactants are: [O:1]1[CH2:6][CH2:5][CH:4]([NH2:7])[CH2:3][CH2:2]1.Cl[C:9]1[CH:14]=[C:13]([C:15]2[CH:20]=[CH:19][CH:18]=[CH:17][CH:16]=2)[N:12]=[C:11]([NH2:21])[N:10]=1. (6) Given the product [F:1][C:2]([F:29])([F:28])[C:3]1[CH:4]=[C:5]([CH:21]=[C:22]([C:24]([F:27])([F:26])[F:25])[CH:23]=1)[CH2:6][N:7]1[CH2:14][CH2:13][CH2:12][O:11][C:10]2[N:15]=[CH:16][CH:17]=[C:18]([C:32]3[CH:33]=[CH:34][CH:35]=[CH:36][C:31]=3[CH3:30])[C:9]=2[C:8]1=[O:20], predict the reactants needed to synthesize it. The reactants are: [F:1][C:2]([F:29])([F:28])[C:3]1[CH:4]=[C:5]([CH:21]=[C:22]([C:24]([F:27])([F:26])[F:25])[CH:23]=1)[CH2:6][N:7]1[CH2:14][CH2:13][CH2:12][O:11][C:10]2[N:15]=[CH:16][CH:17]=[C:18](I)[C:9]=2[C:8]1=[O:20].[CH3:30][C:31]1[CH:36]=[CH:35][CH:34]=[CH:33][C:32]=1B(O)O.